The task is: Predict the reaction yield, written as a fraction of the theoretical maximum amount of product (1.0 means a 100% yield; for example, 0.34 means a 34% yield).. This data is from Reaction yield outcomes from USPTO patents with 853,638 reactions. (1) The product is [CH2:13]([C:17]1[N:22]2[N:23]=[CH:24][N:25]=[C:21]2[N:20]([CH:26]2[CH2:31][CH2:30][O:29][C:28]([CH3:32])([CH3:33])[CH2:27]2)[C:19](=[O:34])[C:18]=1[CH2:35][C:36]1[CH:41]=[CH:40][C:39]([C:42]2[CH:47]=[CH:46][CH:45]=[CH:44][C:43]=2[C:48]2[NH:3][C:4](=[O:7])[O:5][N:49]=2)=[CH:38][CH:37]=1)[CH2:14][CH2:15][CH3:16]. The catalyst is C(OCC)(=O)C. The reactants are [Cl-].O[NH3+:3].[C:4](=[O:7])([O-])[OH:5].[Na+].CS(C)=O.[CH2:13]([C:17]1[N:22]2[N:23]=[CH:24][N:25]=[C:21]2[N:20]([CH:26]2[CH2:31][CH2:30][O:29][C:28]([CH3:33])([CH3:32])[CH2:27]2)[C:19](=[O:34])[C:18]=1[CH2:35][C:36]1[CH:41]=[CH:40][C:39]([C:42]2[C:43]([C:48]#[N:49])=[CH:44][CH:45]=[CH:46][CH:47]=2)=[CH:38][CH:37]=1)[CH2:14][CH2:15][CH3:16]. The yield is 0.420. (2) The reactants are [CH2:1]([O:8][C:9]([C:11]1[CH:16]([C:17]2[CH:22]=[CH:21][C:20]([F:23])=[C:19]([F:24])[CH:18]=2)[NH:15][C:14]([O:25][CH3:26])=[N:13][C:12]=1[CH2:27][CH3:28])=[O:10])[C:2]1[CH:7]=[CH:6][CH:5]=[CH:4][CH:3]=1.Cl[C:30]([O:32][C:33]1[CH:38]=[CH:37][C:36]([N+:39]([O-:41])=[O:40])=[CH:35][CH:34]=1)=[O:31]. The catalyst is CN(C)C1C=CN=CC=1.C(Cl)Cl. The product is [CH2:1]([O:8][C:9]([C:11]1[CH:16]([C:17]2[CH:22]=[CH:21][C:20]([F:23])=[C:19]([F:24])[CH:18]=2)[N:15]([C:30]([O:32][C:33]2[CH:34]=[CH:35][C:36]([N+:39]([O-:41])=[O:40])=[CH:37][CH:38]=2)=[O:31])[C:14]([O:25][CH3:26])=[N:13][C:12]=1[CH2:27][CH3:28])=[O:10])[C:2]1[CH:7]=[CH:6][CH:5]=[CH:4][CH:3]=1. The yield is 0.760.